From a dataset of NCI-60 drug combinations with 297,098 pairs across 59 cell lines. Regression. Given two drug SMILES strings and cell line genomic features, predict the synergy score measuring deviation from expected non-interaction effect. (1) Drug 1: C1=NC2=C(N1)C(=S)N=C(N2)N. Drug 2: CCCS(=O)(=O)NC1=C(C(=C(C=C1)F)C(=O)C2=CNC3=C2C=C(C=N3)C4=CC=C(C=C4)Cl)F. Cell line: KM12. Synergy scores: CSS=49.0, Synergy_ZIP=0.967, Synergy_Bliss=-0.0428, Synergy_Loewe=-13.4, Synergy_HSA=-2.43. (2) Drug 1: CC1=C2C(C(=O)C3(C(CC4C(C3C(C(C2(C)C)(CC1OC(=O)C(C(C5=CC=CC=C5)NC(=O)OC(C)(C)C)O)O)OC(=O)C6=CC=CC=C6)(CO4)OC(=O)C)OC)C)OC. Drug 2: CNC(=O)C1=CC=CC=C1SC2=CC3=C(C=C2)C(=NN3)C=CC4=CC=CC=N4. Cell line: SR. Synergy scores: CSS=78.8, Synergy_ZIP=2.46, Synergy_Bliss=1.80, Synergy_Loewe=0.707, Synergy_HSA=4.11. (3) Drug 1: CC1=C(C(CCC1)(C)C)C=CC(=CC=CC(=CC(=O)O)C)C. Drug 2: CCN(CC)CCNC(=O)C1=C(NC(=C1C)C=C2C3=C(C=CC(=C3)F)NC2=O)C. Cell line: HL-60(TB). Synergy scores: CSS=-2.01, Synergy_ZIP=-3.22, Synergy_Bliss=-2.13, Synergy_Loewe=-15.5, Synergy_HSA=-8.59. (4) Drug 1: C1CCN(CC1)CCOC2=CC=C(C=C2)C(=O)C3=C(SC4=C3C=CC(=C4)O)C5=CC=C(C=C5)O. Drug 2: COC1=C(C=C2C(=C1)N=CN=C2NC3=CC(=C(C=C3)F)Cl)OCCCN4CCOCC4. Cell line: SF-539. Synergy scores: CSS=16.2, Synergy_ZIP=-3.99, Synergy_Bliss=0.477, Synergy_Loewe=2.26, Synergy_HSA=1.93. (5) Drug 1: C1CC(=O)NC(=O)C1N2CC3=C(C2=O)C=CC=C3N. Drug 2: COC1=C(C=C2C(=C1)N=CN=C2NC3=CC(=C(C=C3)F)Cl)OCCCN4CCOCC4. Cell line: HS 578T. Synergy scores: CSS=12.9, Synergy_ZIP=-1.22, Synergy_Bliss=3.85, Synergy_Loewe=-6.29, Synergy_HSA=3.10. (6) Drug 1: CC1=C2C(C(=O)C3(C(CC4C(C3C(C(C2(C)C)(CC1OC(=O)C(C(C5=CC=CC=C5)NC(=O)C6=CC=CC=C6)O)O)OC(=O)C7=CC=CC=C7)(CO4)OC(=O)C)O)C)OC(=O)C. Drug 2: C1CNP(=O)(OC1)N(CCCl)CCCl. Cell line: T-47D. Synergy scores: CSS=14.8, Synergy_ZIP=-5.81, Synergy_Bliss=-1.45, Synergy_Loewe=-32.6, Synergy_HSA=-1.13. (7) Drug 1: COC1=C(C=C2C(=C1)N=CN=C2NC3=CC(=C(C=C3)F)Cl)OCCCN4CCOCC4. Cell line: K-562. Drug 2: CCC1(CC2CC(C3=C(CCN(C2)C1)C4=CC=CC=C4N3)(C5=C(C=C6C(=C5)C78CCN9C7C(C=CC9)(C(C(C8N6C)(C(=O)OC)O)OC(=O)C)CC)OC)C(=O)OC)O.OS(=O)(=O)O. Synergy scores: CSS=69.0, Synergy_ZIP=11.4, Synergy_Bliss=12.9, Synergy_Loewe=-5.94, Synergy_HSA=13.5. (8) Drug 1: C(CC(=O)O)C(=O)CN.Cl. Drug 2: CC(C)NC(=O)C1=CC=C(C=C1)CNNC.Cl. Cell line: TK-10. Synergy scores: CSS=0.198, Synergy_ZIP=0.607, Synergy_Bliss=-0.109, Synergy_Loewe=-2.79, Synergy_HSA=-1.46. (9) Synergy scores: CSS=20.4, Synergy_ZIP=6.82, Synergy_Bliss=-0.120, Synergy_Loewe=-25.3, Synergy_HSA=-3.41. Drug 2: CC1=C(C=C(C=C1)NC(=O)C2=CC=C(C=C2)CN3CCN(CC3)C)NC4=NC=CC(=N4)C5=CN=CC=C5. Cell line: SW-620. Drug 1: CC1C(C(=O)NC(C(=O)N2CCCC2C(=O)N(CC(=O)N(C(C(=O)O1)C(C)C)C)C)C(C)C)NC(=O)C3=C4C(=C(C=C3)C)OC5=C(C(=O)C(=C(C5=N4)C(=O)NC6C(OC(=O)C(N(C(=O)CN(C(=O)C7CCCN7C(=O)C(NC6=O)C(C)C)C)C)C(C)C)C)N)C.